The task is: Predict the reactants needed to synthesize the given product.. This data is from Full USPTO retrosynthesis dataset with 1.9M reactions from patents (1976-2016). (1) Given the product [CH:35]1([C:38]([NH:1][C:2]2[N:3]=[C:4]3[CH:9]=[CH:8][C:7]([O:10][C:11]4[CH:12]=[C:13]([NH:17][C:18]([C:20]5[N:24]([CH3:25])[N:23]=[C:22]([CH3:26])[CH:21]=5)=[O:19])[CH:14]=[CH:15][CH:16]=4)=[CH:6][N:5]3[CH:27]=2)=[O:39])[CH2:37][CH2:36]1, predict the reactants needed to synthesize it. The reactants are: [NH2:1][C:2]1[N:3]=[C:4]2[CH:9]=[CH:8][C:7]([O:10][C:11]3[CH:12]=[C:13]([NH:17][C:18]([C:20]4[N:24]([CH3:25])[N:23]=[C:22]([CH3:26])[CH:21]=4)=[O:19])[CH:14]=[CH:15][CH:16]=3)=[CH:6][N:5]2[CH:27]=1.C(N(CC)CC)C.[CH:35]1([C:38](Cl)=[O:39])[CH2:37][CH2:36]1. (2) Given the product [Cl:26][C:7]1[C:8]([C:12]([NH:14][CH2:15][C:16]23[CH2:23][CH:22]4[CH2:21][CH:20]([CH2:19][CH:18]([CH2:24]4)[CH2:17]2)[CH2:25]3)=[O:13])=[C:9]2[C:4](=[CH:5][CH:6]=1)[N:3]=[C:2]([N:31]1[CH2:32][CH2:33][C:28]([OH:27])([C:34]([OH:36])=[O:35])[CH2:29][CH2:30]1)[CH:11]=[CH:10]2, predict the reactants needed to synthesize it. The reactants are: Cl[C:2]1[CH:11]=[CH:10][C:9]2[C:8]([C:12]([NH:14][CH2:15][C:16]34[CH2:25][CH:20]5[CH2:21][CH:22]([CH2:24][CH:18]([CH2:19]5)[CH2:17]3)[CH2:23]4)=[O:13])=[C:7]([Cl:26])[CH:6]=[CH:5][C:4]=2[N:3]=1.[OH:27][C:28]1([C:34]([O:36]C)=[O:35])[CH2:33][CH2:32][NH:31][CH2:30][CH2:29]1. (3) Given the product [ClH:43].[CH3:1][N:2]1[CH:6]=[C:5]([C:7]2[N:12]=[C:11]3[N:13]([CH2:16][CH:17]4[CH2:22][CH2:21][CH2:20][N:19]([C:23]5[N:28]=[CH:27][C:26]([C:29]6[CH:33]=[CH:32][N:31]([CH:34]7[CH2:39][CH2:38][NH:37][CH2:36][CH2:35]7)[N:30]=6)=[CH:25][N:24]=5)[CH2:18]4)[N:14]=[N:15][C:10]3=[N:9][CH:8]=2)[CH:4]=[N:3]1, predict the reactants needed to synthesize it. The reactants are: [CH3:1][N:2]1[CH:6]=[C:5]([C:7]2[N:12]=[C:11]3[N:13]([CH2:16][CH:17]4[CH2:22][CH2:21][CH2:20][N:19]([C:23]5[N:28]=[CH:27][C:26]([C:29]6[CH:33]=[CH:32][N:31]([CH:34]7[CH2:39][CH2:38][N:37](C([O-])=O)[CH2:36][CH2:35]7)[N:30]=6)=[CH:25][N:24]=5)[CH2:18]4)[N:14]=[N:15][C:10]3=[N:9][CH:8]=2)[CH:4]=[N:3]1.[ClH:43]. (4) Given the product [OH:33][N:32]=[C:1]([C:2]1[CH:7]=[CH:6][CH:5]=[CH:4][CH:3]=1)[C:9]1[CH:31]=[CH:30][C:12]([O:13][CH2:14][C:15]#[C:16][C:17]2[CH:22]=[CH:21][C:20]([CH2:23][C@H:24]([O:28][CH3:29])[C:25]([OH:27])=[O:26])=[CH:19][CH:18]=2)=[CH:11][CH:10]=1, predict the reactants needed to synthesize it. The reactants are: [C:1]([C:9]1[CH:31]=[CH:30][C:12]([O:13][CH2:14][C:15]#[C:16][C:17]2[CH:22]=[CH:21][C:20]([CH2:23][C@H:24]([O:28][CH3:29])[C:25]([OH:27])=[O:26])=[CH:19][CH:18]=2)=[CH:11][CH:10]=1)(=O)[C:2]1[CH:7]=[CH:6][CH:5]=[CH:4][CH:3]=1.[NH2:32][OH:33]. (5) Given the product [C:1]([N:20]1[CH:24]=[C:23]([C:25]2[CH:30]=[CH:29][CH:28]=[CH:27][C:26]=2[O:31][CH2:45][CH2:46][C:47]2[CH:52]=[CH:51][C:50]([NH2:53])=[CH:49][CH:48]=2)[N:22]=[CH:21]1)([C:14]1[CH:19]=[CH:18][CH:17]=[CH:16][CH:15]=1)([C:2]1[CH:7]=[CH:6][CH:5]=[CH:4][CH:3]=1)[C:8]1[CH:9]=[CH:10][CH:11]=[CH:12][CH:13]=1, predict the reactants needed to synthesize it. The reactants are: [C:1]([N:20]1[CH:24]=[C:23]([C:25]2[CH:30]=[CH:29][CH:28]=[CH:27][C:26]=2[OH:31])[N:22]=[CH:21]1)([C:14]1[CH:19]=[CH:18][CH:17]=[CH:16][CH:15]=1)([C:8]1[CH:13]=[CH:12][CH:11]=[CH:10][CH:9]=1)[C:2]1[CH:7]=[CH:6][CH:5]=[CH:4][CH:3]=1.[H-].[Na+].CC1C=CC(S(O[CH2:45][CH2:46][C:47]2[CH:52]=[CH:51][C:50]([N:53]3C(=O)C4C(=CC=CC=4)C3=O)=[CH:49][CH:48]=2)(=O)=O)=CC=1.O.NN.